From a dataset of Reaction yield outcomes from USPTO patents with 853,638 reactions. Predict the reaction yield, written as a fraction of the theoretical maximum amount of product (1.0 means a 100% yield; for example, 0.34 means a 34% yield). (1) The reactants are [C:1]([C:3]1[CH:4]=[C:5]([NH:9][C:10]2[C:19]3[C:14](=[CH:15][C:16](F)=[C:17]([N+:20]([O-:22])=[O:21])[CH:18]=3)[N:13]=[CH:12][N:11]=2)[CH:6]=[CH:7][CH:8]=1)#[CH:2].[CH2:24]([OH:26])[CH3:25]. No catalyst specified. The product is [CH2:24]([O:26][C:16]1[CH:15]=[C:14]2[C:19]([C:10]([NH:9][C:5]3[CH:6]=[CH:7][CH:8]=[C:3]([C:1]#[CH:2])[CH:4]=3)=[N:11][CH:12]=[N:13]2)=[CH:18][C:17]=1[N+:20]([O-:22])=[O:21])[CH3:25]. The yield is 0.934. (2) The reactants are [CH2:1]([Mg]Br)[CH3:2].CON(C)[C:8]([C:10]1[CH:11]=[N:12][N:13]([CH2:15][C:16]2[CH:21]=[CH:20][C:19]([O:22][CH3:23])=[CH:18][CH:17]=2)[CH:14]=1)=[O:9]. The catalyst is C1COCC1. The product is [CH3:23][O:22][C:19]1[CH:18]=[CH:17][C:16]([CH2:15][N:13]2[CH:14]=[C:10]([C:8](=[O:9])[CH2:1][CH3:2])[CH:11]=[N:12]2)=[CH:21][CH:20]=1. The yield is 0.970. (3) The reactants are [NH2:1][C:2]1[CH:7]=[CH:6][C:5]([C:8]2[N:13]=[C:12]([N:14]3[CH:19]([CH3:20])[CH2:18][O:17][CH2:16][CH:15]3[CH3:21])[N:11]=[C:10]([C:22]3[CH:27]=[CH:26][C:25]([NH:28][C:29]([NH:31][CH3:32])=[O:30])=[CH:24][CH:23]=3)[N:9]=2)=[CH:4][CH:3]=1.[C:33]([C:36]1[CH:37]=[C:38]([NH:42][C:43](=O)[O:44]C2C=CC=CC=2)[CH:39]=[CH:40][CH:41]=1)(=[O:35])[NH2:34]. No catalyst specified. The product is [CH3:21][CH:15]1[CH2:16][O:17][CH2:18][CH:19]([CH3:20])[N:14]1[C:12]1[N:11]=[C:10]([C:22]2[CH:27]=[CH:26][C:25]([NH:28][C:29](=[O:30])[NH:31][CH3:32])=[CH:24][CH:23]=2)[N:9]=[C:8]([C:5]2[CH:4]=[CH:3][C:2]([NH:1][C:43]([NH:42][C:38]3[CH:37]=[C:36]([CH:41]=[CH:40][CH:39]=3)[C:33]([NH2:34])=[O:35])=[O:44])=[CH:7][CH:6]=2)[N:13]=1. The yield is 0.0410. (4) The reactants are FC1C=CC(C2C=C(CN3CCN(C)CC3)C(=O)N(CC(C)C)N=2)=CC=1C.[C:28]([C:31]1[C:32](=[O:49])[N:33]([CH2:45][CH:46]([CH3:48])[CH3:47])[N:34]=[C:35]([C:37]2[CH:42]=[CH:41][C:40]([F:43])=[C:39]([F:44])[CH:38]=2)[CH:36]=1)(O)=[O:29]. No catalyst specified. The product is [F:44][C:39]1[CH:38]=[C:37]([C:35]2[CH:36]=[C:31]([CH2:28][OH:29])[C:32](=[O:49])[N:33]([CH2:45][CH:46]([CH3:47])[CH3:48])[N:34]=2)[CH:42]=[CH:41][C:40]=1[F:43]. The yield is 0.250. (5) The reactants are C([Si]([O:8][C@H:9]1[CH2:13][CH2:12][C:11]([C:14]([CH3:16])=[CH2:15])=[CH:10]1)(C)C)(C)(C)C.[F-].C([NH3+])(C)(C)C. The catalyst is C1COCC1. The product is [C:14]([C:11]1[CH2:12][CH2:13][C@H:9]([OH:8])[CH:10]=1)([CH3:16])=[CH2:15]. The yield is 0.950. (6) The reactants are [Cl:1][C:2]1[CH:3]=[C:4]2[N:9]([C:10]=1[CH2:11][N:12]1[CH2:17][CH2:16][O:15][CH2:14][CH2:13]1)[N:8]=[CH:7][N:6]=[C:5]2[NH2:18].[Br:19]N1C(C)(C)C(=O)N(Br)C1=O. The catalyst is CN(C=O)C. The product is [Br:19][C:3]1[C:2]([Cl:1])=[C:10]([CH2:11][N:12]2[CH2:17][CH2:16][O:15][CH2:14][CH2:13]2)[N:9]2[C:4]=1[C:5]([NH2:18])=[N:6][CH:7]=[N:8]2. The yield is 0.510. (7) The reactants are Cl[C:2]1[C:7]([F:8])=[C:6]([Cl:9])[N:5]=[CH:4][N:3]=1.[Si:10]([O:17][C@@H:18]1[C@H:22]([CH2:23][O:24][Si:25]([C:28]([CH3:31])([CH3:30])[CH3:29])([CH3:27])[CH3:26])[CH2:21][C@@H:20]([NH2:32])[CH2:19]1)([C:13]([CH3:16])([CH3:15])[CH3:14])([CH3:12])[CH3:11].C(N(CC)CC)C. The catalyst is C(O)C. The product is [Si:10]([O:17][C@@H:18]1[C@H:22]([CH2:23][O:24][Si:25]([C:28]([CH3:31])([CH3:30])[CH3:29])([CH3:26])[CH3:27])[CH2:21][C@@H:20]([NH:32][C:2]2[C:7]([F:8])=[C:6]([Cl:9])[N:5]=[CH:4][N:3]=2)[CH2:19]1)([C:13]([CH3:16])([CH3:15])[CH3:14])([CH3:12])[CH3:11]. The yield is 0.700. (8) The reactants are C1C=C(Cl)C=C(C(OO)=[O:9])C=1.[Cl:12][C:13]1[CH:18]=[C:17]([S:19]([CH3:22])(=[O:21])=[O:20])[CH:16]=[C:15]([Cl:23])[C:14]=1[N:24]1[CH:32]=[C:27]2[CH:28]=[N:29][CH:30]=[CH:31][C:26]2=[N:25]1.S([O-])([O-])(=O)=S.[Na+].[Na+]. The product is [Cl:12][C:13]1[CH:18]=[C:17]([S:19]([CH3:22])(=[O:20])=[O:21])[CH:16]=[C:15]([Cl:23])[C:14]=1[N:24]1[CH:32]=[C:27]2[CH:28]=[N+:29]([O-:9])[CH:30]=[CH:31][C:26]2=[N:25]1. The catalyst is C(Cl)Cl. The yield is 0.810. (9) The yield is 0.220. The product is [C:16]12([CH2:26][C:27]([NH:1][N:2]3[C:11](=[O:12])[C:10]4[C:5](=[CH:6][CH:7]=[CH:8][CH:9]=4)[N:4]=[C:3]3[CH:13]([CH3:15])[CH3:14])=[O:28])[CH2:23][CH:22]3[CH2:21][CH:20]([CH2:19][CH:18]([CH2:24]3)[CH2:17]1)[CH2:25]2. The reactants are [NH2:1][N:2]1[C:11](=[O:12])[C:10]2[C:5](=[CH:6][CH:7]=[CH:8][CH:9]=2)[N:4]=[C:3]1[CH:13]([CH3:15])[CH3:14].[C:16]12([CH2:26][C:27](Cl)=[O:28])[CH2:25][CH:20]3[CH2:21][CH:22]([CH2:24][CH:18]([CH2:19]3)[CH2:17]1)[CH2:23]2.N1C=CC=CC=1. The catalyst is C(Cl)(Cl)Cl. (10) The reactants are C(OC(=O)CCCOC1C=CC=C(CCCCCCOC2C=C(C3C=CC(F)=C(F)C=3)C=C(C(=O)N(C)C)C=2)C=1CCC(OCC)=O)C.[CH2:49]([O:51][C:52](=[O:93])[CH2:53][CH2:54][CH2:55][O:56][C:57]1[CH:62]=[CH:61][CH:60]=[C:59]([CH2:63][CH2:64][CH2:65][CH2:66][CH2:67][CH2:68][O:69][C:70]2[CH:75]=[C:74]([C:76]([N:78]3[CH2:82][CH2:81][C:80]([F:84])([F:83])[CH2:79]3)=[O:77])[CH:73]=[C:72](Br)[CH:71]=2)[C:58]=1[CH2:86][CH2:87][C:88]([O:90][CH2:91][CH3:92])=[O:89])[CH3:50].[S:94]1[CH:98]=[CH:97][C:96](B(O)O)=[CH:95]1.C(=O)([O-])[O-].[Cs+].[Cs+]. The catalyst is C(COC)OC.C1C=CC(P(C2C=CC=CC=2)[C-]2C=CC=C2)=CC=1.C1C=CC(P(C2C=CC=CC=2)[C-]2C=CC=C2)=CC=1.Cl[Pd]Cl.[Fe+2]. The product is [CH2:49]([O:51][C:52](=[O:93])[CH2:53][CH2:54][CH2:55][O:56][C:57]1[CH:62]=[CH:61][CH:60]=[C:59]([CH2:63][CH2:64][CH2:65][CH2:66][CH2:67][CH2:68][O:69][C:70]2[CH:71]=[C:72]([C:96]3[CH:97]=[CH:98][S:94][CH:95]=3)[CH:73]=[C:74]([C:76]([N:78]3[CH2:82][CH2:81][C:80]([F:84])([F:83])[CH2:79]3)=[O:77])[CH:75]=2)[C:58]=1[CH2:86][CH2:87][C:88]([O:90][CH2:91][CH3:92])=[O:89])[CH3:50]. The yield is 0.790.